From a dataset of Full USPTO retrosynthesis dataset with 1.9M reactions from patents (1976-2016). Predict the reactants needed to synthesize the given product. Given the product [Cl:1][C:2]1[CH:3]=[CH:4][C:5]([O:23][CH3:24])=[C:6]([CH:22]=1)[C:7]([NH:9][CH2:10][CH2:11][CH:12]1[CH2:17][CH2:16][N:15]([S:18]([NH:21][C:34]([NH:33][CH2:31][CH3:32])=[S:35])(=[O:20])=[O:19])[CH2:14][CH2:13]1)=[O:8], predict the reactants needed to synthesize it. The reactants are: [Cl:1][C:2]1[CH:3]=[CH:4][C:5]([O:23][CH3:24])=[C:6]([CH:22]=1)[C:7]([NH:9][CH2:10][CH2:11][CH:12]1[CH2:17][CH2:16][N:15]([S:18]([NH2:21])(=[O:20])=[O:19])[CH2:14][CH2:13]1)=[O:8].C(=O)([O-])[O-].[Cs+].[Cs+].[CH2:31]([N:33]=[C:34]=[S:35])[CH3:32].